Dataset: Peptide-MHC class I binding affinity with 185,985 pairs from IEDB/IMGT. Task: Regression. Given a peptide amino acid sequence and an MHC pseudo amino acid sequence, predict their binding affinity value. This is MHC class I binding data. (1) The peptide sequence is SLIGLTSRA. The MHC is HLA-A02:03 with pseudo-sequence HLA-A02:03. The binding affinity (normalized) is 0.800. (2) The peptide sequence is QELLIQQWI. The MHC is HLA-B40:02 with pseudo-sequence HLA-B40:02. The binding affinity (normalized) is 0.619. (3) The peptide sequence is VEGVSGGAW. The MHC is HLA-B44:02 with pseudo-sequence HLA-B44:02. The binding affinity (normalized) is 0.536.